From a dataset of Aqueous solubility values for 9,982 compounds from the AqSolDB database. Regression/Classification. Given a drug SMILES string, predict its absorption, distribution, metabolism, or excretion properties. Task type varies by dataset: regression for continuous measurements (e.g., permeability, clearance, half-life) or binary classification for categorical outcomes (e.g., BBB penetration, CYP inhibition). For this dataset (solubility_aqsoldb), we predict Y. (1) The drug is CCS(=O)(=O)C(C)(C)S(=O)(=O)CC. The Y is -1.93 log mol/L. (2) The compound is Clc1ccc(Oc2c(Cl)c(Cl)c(Cl)c(Cl)c2Cl)c(Cl)c1Cl. The Y is -10.6 log mol/L.